Dataset: Reaction yield outcomes from USPTO patents with 853,638 reactions. Task: Predict the reaction yield, written as a fraction of the theoretical maximum amount of product (1.0 means a 100% yield; for example, 0.34 means a 34% yield). (1) The yield is 0.860. The reactants are [O:1]=[S:2]1(=[O:30])[C:7]2[CH:8]=[CH:9][CH:10]=[CH:11][C:6]=2[NH:5][C:4]([C:12]2[C:13](=[O:29])[N:14]([CH2:23][C:24]([O:26]CC)=[O:25])[C:15]3[C:20]([C:21]=2[OH:22])=[CH:19][CH:18]=[CH:17][N:16]=3)=[N:3]1.C1COCC1.[OH-].[Li+].Cl. The product is [O:30]=[S:2]1(=[O:1])[C:7]2[CH:8]=[CH:9][CH:10]=[CH:11][C:6]=2[NH:5][C:4]([C:12]2[C:13](=[O:29])[N:14]([CH2:23][C:24]([OH:26])=[O:25])[C:15]3[C:20]([C:21]=2[OH:22])=[CH:19][CH:18]=[CH:17][N:16]=3)=[N:3]1. The catalyst is CO. (2) The catalyst is CN(C=O)C.C(Cl)Cl. The reactants are F[C:2]1[C:3]([C:8]2[O:12][N:11]=[C:10]([C:13]3[N:18]=[C:17]([N:19]([CH3:26])[C:20]4[CH:25]=[CH:24][CH:23]=[CH:22][CH:21]=4)[N:16]=[C:15]([NH2:27])[N:14]=3)[N:9]=2)=[N:4][CH:5]=[CH:6][CH:7]=1.[CH:28]1([CH2:31][NH2:32])[CH2:30][CH2:29]1.C(=O)([O-])[O-].[K+].[K+]. The yield is 0.440. The product is [CH:28]1([CH2:31][NH:32][C:2]2[C:3]([C:8]3[O:12][N:11]=[C:10]([C:13]4[N:18]=[C:17]([N:19]([CH3:26])[C:20]5[CH:25]=[CH:24][CH:23]=[CH:22][CH:21]=5)[N:16]=[C:15]([NH2:27])[N:14]=4)[N:9]=3)=[N:4][CH:5]=[CH:6][CH:7]=2)[CH2:30][CH2:29]1.